This data is from Catalyst prediction with 721,799 reactions and 888 catalyst types from USPTO. The task is: Predict which catalyst facilitates the given reaction. (1) Reactant: [F:1][C:2]([F:7])([F:6])[C:3]([O-:5])=[O:4].[NH2:8][C:9]([C:11]1[C:19]2[C:15](=[CH:16][N:17]([CH:20]3[CH2:24][CH2:23][NH2+:22][CH2:21]3)[N:18]=2)[CH:14]=[C:13]([F:25])[CH:12]=1)=[O:10].[CH3:26]C(O)=O.C=O. Product: [F:1][C:2]([F:7])([F:6])[C:3]([O-:5])=[O:4].[NH2:8][C:9]([C:11]1[C:19]2[C:15](=[CH:16][N:17]([CH:20]3[CH2:24][CH2:23][NH+:22]([CH3:26])[CH2:21]3)[N:18]=2)[CH:14]=[C:13]([F:25])[CH:12]=1)=[O:10]. The catalyst class is: 5. (2) Reactant: [P:1]([O-:6])([O:4][CH3:5])[O:2][CH3:3].[CH:7](=[O:14])[C:8]1[CH:13]=[CH:12][CH:11]=[CH:10][CH:9]=1.[F-].[K+]. Product: [OH:14][CH:7]([P:1](=[O:6])([O:4][CH3:5])[O:2][CH3:3])[C:8]1[CH:13]=[CH:12][CH:11]=[CH:10][CH:9]=1. The catalyst class is: 2. (3) Reactant: [CH:1]1([NH2:6])[CH2:5][CH2:4][CH2:3][CH2:2]1.C(N(C(C)C)C(C)C)C.[Cl:16][C:17]1[CH:22]=[CH:21][C:20]([C:23]2[CH:24]=[CH:25][C:26]([C:29]#[C:30][C:31]3[CH:36]=[CH:35][C:34](/[CH:37]=[CH:38]/[CH2:39]Cl)=[CH:33][CH:32]=3)=[N:27][CH:28]=2)=[CH:19][CH:18]=1. Product: [Cl:16][C:17]1[CH:18]=[CH:19][C:20]([C:23]2[CH:24]=[CH:25][C:26]([C:29]#[C:30][C:31]3[CH:32]=[CH:33][C:34](/[CH:37]=[CH:38]/[CH2:39][NH:6][CH:1]4[CH2:5][CH2:4][CH2:3][CH2:2]4)=[CH:35][CH:36]=3)=[N:27][CH:28]=2)=[CH:21][CH:22]=1. The catalyst class is: 3. (4) The catalyst class is: 7. Product: [C:1]([C:5]1[CH:6]=[C:7]([CH:34]=[C:35]([C:37]([CH3:40])([CH3:39])[CH3:38])[CH:36]=1)[CH:8]=[CH:9][C:10]1[CH:11]=[C:12]([CH:15]=[C:16]([CH:18]=[CH:19][C:20]2[CH:21]=[C:22]([C:30]([CH3:31])([CH3:32])[CH3:33])[CH:23]=[C:24]([C:26]([CH3:29])([CH3:28])[CH3:27])[CH:25]=2)[CH:17]=1)[CH2:13][OH:14])([CH3:4])([CH3:2])[CH3:3]. Reactant: [C:1]([C:5]1[CH:6]=[C:7]([CH:34]=[C:35]([C:37]([CH3:40])([CH3:39])[CH3:38])[CH:36]=1)[CH:8]=[CH:9][C:10]1[CH:11]=[C:12]([CH:15]=[C:16]([CH:18]=[CH:19][C:20]2[CH:25]=[C:24]([C:26]([CH3:29])([CH3:28])[CH3:27])[CH:23]=[C:22]([C:30]([CH3:33])([CH3:32])[CH3:31])[CH:21]=2)[CH:17]=1)[CH:13]=[O:14])([CH3:4])([CH3:3])[CH3:2].[BH4-].[Na+].